From a dataset of Forward reaction prediction with 1.9M reactions from USPTO patents (1976-2016). Predict the product of the given reaction. (1) Given the reactants [F:1][C:2]1[CH:3]=[C:4]([CH2:9][C:10]2[C:11](=[O:16])[NH:12][NH:13][C:14]=2[CH3:15])[CH:5]=[CH:6][C:7]=1[CH3:8].C(=O)([O-])[O-].[K+].[K+].[C:23](OC(=O)C)(=[O:25])[CH3:24].C(O)(=O)C, predict the reaction product. The product is: [C:23]([N:13]1[C:14]([CH3:15])=[C:10]([CH2:9][C:4]2[CH:5]=[CH:6][C:7]([CH3:8])=[C:2]([F:1])[CH:3]=2)[C:11](=[O:16])[NH:12]1)(=[O:25])[CH3:24]. (2) Given the reactants [PH4+].[H-].[Na+].[NH:4]1[CH:8]=[CH:7][C:6]([CH:9]=O)=[N:5]1.[NH4+:11].[Cl-].[CH2:13]1[CH2:17]OCC1, predict the reaction product. The product is: [N:4]1[NH:5][C:6]([CH:9]=[CH:17][C:13]#[N:11])=[CH:7][CH:8]=1. (3) Given the reactants [CH3:1][N:2]([CH3:19])[CH2:3][C:4]([NH:6][C:7]1[CH:12]=[C:11]([N+:13]([O-])=O)[C:10]([O:16][CH3:17])=[CH:9][C:8]=1[CH3:18])=[O:5], predict the reaction product. The product is: [NH2:13][C:11]1[C:10]([O:16][CH3:17])=[CH:9][C:8]([CH3:18])=[C:7]([NH:6][C:4](=[O:5])[CH2:3][N:2]([CH3:19])[CH3:1])[CH:12]=1. (4) The product is: [NH2:1][C:2]1[C:7]([C:8]([NH2:10])=[O:9])=[C:6]([N:11]2[CH2:16][CH2:15][CH:14]([C:17]3[N:18]([CH2:33][CH2:66][NH:67][CH2:68][CH:69]4[CH2:71][CH2:70]4)[CH:19]=[C:20]([C:22]4[CH:27]=[CH:26][C:25]([F:28])=[C:24]([C:29]([F:32])([F:31])[F:30])[CH:23]=4)[N:21]=3)[CH2:13][CH2:12]2)[N:5]=[CH:4][N:3]=1. Given the reactants [NH2:1][C:2]1[C:7]([C:8]([NH2:10])=[O:9])=[C:6]([N:11]2[CH2:16][CH2:15][CH:14]([C:17]3[N:18]([CH3:33])[CH:19]=[C:20]([C:22]4[CH:27]=[CH:26][C:25]([F:28])=[C:24]([C:29]([F:32])([F:31])[F:30])[CH:23]=4)[N:21]=3)[CH2:13][CH2:12]2)[N:5]=[CH:4][N:3]=1.NC1C(C#N)=C(N2CCC(C3N(C[CH2:66][NH:67][CH2:68][CH:69]4[CH2:71][CH2:70]4)C=C(C4C=CC(F)=C(C(F)(F)F)C=4)N=3)CC2)N=CN=1, predict the reaction product. (5) The product is: [Br:1][C:2]1[CH:3]=[CH:4][C:5]([O:12][CH3:13])=[C:6]([S:8]([NH:19][C:16]2[CH:17]=[CH:18][S:14][CH:15]=2)(=[O:10])=[O:9])[CH:7]=1. Given the reactants [Br:1][C:2]1[CH:3]=[CH:4][C:5]([O:12][CH3:13])=[C:6]([S:8](Cl)(=[O:10])=[O:9])[CH:7]=1.[S:14]1[CH:18]=[CH:17][C:16]([NH2:19])=[CH:15]1.O, predict the reaction product. (6) Given the reactants Cl[C:2]1[CH:7]=[C:6](Cl)[N:5]=[CH:4][N:3]=1.[NH2:9][C:10]1[C:11]([CH3:17])=[C:12]([OH:16])[CH:13]=[CH:14][CH:15]=1, predict the reaction product. The product is: [OH:16][C:12]1[C:11]([CH3:17])=[C:10]([NH:9][C:2]2[CH:7]=[C:6]([NH:9][C:10]3[CH:15]=[CH:14][CH:13]=[C:12]([OH:16])[C:11]=3[CH3:17])[N:5]=[CH:4][N:3]=2)[CH:15]=[CH:14][CH:13]=1. (7) Given the reactants [C:1]([O:5][C:6]([NH:8][CH:9]1[CH2:14][CH2:13][CH:12]([CH2:15][NH:16][C:17]2[C:22]([N+:23]([O-:25])=[O:24])=[CH:21][N:20]=[C:19]([NH:26][CH2:27][C:28]([OH:30])=O)[N:18]=2)[CH2:11][CH2:10]1)=[O:7])([CH3:4])([CH3:3])[CH3:2].[NH:31]1[CH2:35][CH2:34][CH2:33][CH2:32]1.CN(C(ON1N=NC2C=CC=CC1=2)=[N+](C)C)C.[B-](F)(F)(F)F.C(N(C(C)C)CC)(C)C, predict the reaction product. The product is: [C:1]([O:5][C:6](=[O:7])[NH:8][CH:9]1[CH2:14][CH2:13][CH:12]([CH2:15][NH:16][C:17]2[C:22]([N+:23]([O-:25])=[O:24])=[CH:21][N:20]=[C:19]([NH:26][CH2:27][C:28](=[O:30])[N:31]3[CH2:35][CH2:34][CH2:33][CH2:32]3)[N:18]=2)[CH2:11][CH2:10]1)([CH3:3])([CH3:4])[CH3:2]. (8) Given the reactants Br[C:2]1[CH:10]=[C:9]2[C:5]([C:6]([CH:11]=[O:12])=[CH:7][NH:8]2)=[CH:4][CH:3]=1.[CH:13]([B-](F)(F)F)=[CH2:14].[K+].C1C=CC(P(C2C=CC=CC=2)C2C=CC=CC=2)=CC=1.C([O-])([O-])=O.[Cs+].[Cs+], predict the reaction product. The product is: [CH:13]([C:2]1[CH:10]=[C:9]2[C:5]([C:6]([CH:11]=[O:12])=[CH:7][NH:8]2)=[CH:4][CH:3]=1)=[CH2:14].